From a dataset of Reaction yield outcomes from USPTO patents with 853,638 reactions. Predict the reaction yield, written as a fraction of the theoretical maximum amount of product (1.0 means a 100% yield; for example, 0.34 means a 34% yield). (1) The yield is 0.940. The product is [CH3:8][S:9]([O:13][CH2:14][C:15]1([C:18]([O:20][CH2:21][CH3:22])=[O:19])[CH2:17][CH2:16]1)(=[O:11])=[O:10]. The reactants are C(N(CC)CC)C.[CH3:8][S:9](Cl)(=[O:11])=[O:10].[OH:13][CH2:14][C:15]1([C:18]([O:20][CH2:21][CH3:22])=[O:19])[CH2:17][CH2:16]1. The catalyst is ClCCl.O. (2) The reactants are [CH2:1]([N:3]1[C:12]2[CH:11]=[C:10]3[O:13][CH2:14][O:15][C:9]3=[C:8]([N+:16]([O-])=O)[C:7]=2[C:6](=[O:19])[C:5]([C:20]([OH:22])=[O:21])=[CH:4]1)[CH3:2].Cl. The catalyst is C(O)(=O)C.[Pd]. The product is [NH2:16][C:8]1[C:7]2[C:6](=[O:19])[C:5]([C:20]([OH:22])=[O:21])=[CH:4][N:3]([CH2:1][CH3:2])[C:12]=2[CH:11]=[C:10]2[O:13][CH2:14][O:15][C:9]=12. The yield is 0.870. (3) The reactants are [BH4-].[Na+].[C:3]([O:6][C@@H:7]1[C@H:11]([O:12][C:13](=[O:15])[CH3:14])[C@@H:10]([CH2:16][O:17][C:18](=[O:20])[CH3:19])[O:9][C@H:8]1[N:21]1[C:40]2[N:39]=[C:28]([NH:29][CH2:30]SC3C=CC(C)=CC=3)[NH:27][C:25](=[O:26])[C:24]=2[N:23]=[CH:22]1)(=[O:5])[CH3:4].P([O-])(O)(O)=O.[K+].C(Cl)Cl. The catalyst is CS(C)=O.CO. The product is [C:3]([O:6][C@@H:7]1[C@H:11]([O:12][C:13](=[O:15])[CH3:14])[C@@H:10]([CH2:16][O:17][C:18](=[O:20])[CH3:19])[O:9][C@H:8]1[N:21]1[C:40]2[N:39]=[C:28]([NH:29][CH3:30])[NH:27][C:25](=[O:26])[C:24]=2[N:23]=[CH:22]1)(=[O:5])[CH3:4]. The yield is 0.750. (4) The reactants are Cl.[Br:2][C:3]1[CH:19]=[CH:18][C:6]([O:7][CH:8]2[CH2:17][CH2:16][C:11]3(OCC[O:12]3)[CH2:10][CH2:9]2)=[CH:5][CH:4]=1.C(=O)(O)[O-].[Na+]. The product is [Br:2][C:3]1[CH:4]=[CH:5][C:6]([O:7][CH:8]2[CH2:9][CH2:10][C:11](=[O:12])[CH2:16][CH2:17]2)=[CH:18][CH:19]=1. The catalyst is C1COCC1. The yield is 0.870. (5) The reactants are [P:1]([O:39]C)([O:37]C)([O:3][CH2:4][CH2:5][C@@H:6]([NH:23][C:24]([C:26]1[CH:31]=[CH:30][C:29]([O:32][CH:33]([CH3:35])[CH3:34])=[C:28]([Cl:36])[CH:27]=1)=[O:25])[CH2:7][C:8]1[CH:13]=[CH:12][C:11]([C:14]2[N:15]=[C:16]([C:20](=[O:22])[CH3:21])[N:17]([CH3:19])[CH:18]=2)=[CH:10][CH:9]=1)=[O:2]. The catalyst is Br.CC(O)=O. The product is [P:1]([OH:37])([OH:39])([O:3][CH2:4][CH2:5][C@@H:6]([NH:23][C:24]([C:26]1[CH:31]=[CH:30][C:29]([O:32][CH:33]([CH3:35])[CH3:34])=[C:28]([Cl:36])[CH:27]=1)=[O:25])[CH2:7][C:8]1[CH:13]=[CH:12][C:11]([C:14]2[N:15]=[C:16]([C:20](=[O:22])[CH3:21])[N:17]([CH3:19])[CH:18]=2)=[CH:10][CH:9]=1)=[O:2]. The yield is 0.190. (6) The reactants are [Cl:1][C:2]1[CH:7]=[CH:6][CH:5]=[CH:4][C:3]=1[NH:8][C:9](=[O:26])[NH:10][C:11]1[CH:16]=[CH:15][C:14]([CH2:17][C:18]([O:20]C(C)(C)C)=[O:19])=[CH:13][C:12]=1[CH3:25].C(O)(C(F)(F)F)=O. The catalyst is C(Cl)Cl. The product is [Cl:1][C:2]1[CH:7]=[CH:6][CH:5]=[CH:4][C:3]=1[NH:8][C:9](=[O:26])[NH:10][C:11]1[CH:16]=[CH:15][C:14]([CH2:17][C:18]([OH:20])=[O:19])=[CH:13][C:12]=1[CH3:25]. The yield is 1.00. (7) The yield is 0.910. The reactants are [NH2:1][N:2]1[C:11](=[NH:12])[C:10]2[C:5](=[CH:6][CH:7]=[C:8]([C:13]([F:16])([F:15])[F:14])[CH:9]=2)[NH:4][C:3]1=[O:17].[F:18][C:19]([F:30])([F:29])[C:20](O[C:20](=O)[C:19]([F:30])([F:29])[F:18])=O. The product is [F:18][C:19]([F:30])([F:29])[C:20]1[N:12]=[C:11]2[N:2]([C:3](=[O:17])[NH:4][C:5]3[CH:6]=[CH:7][C:8]([C:13]([F:14])([F:16])[F:15])=[CH:9][C:10]=32)[N:1]=1. No catalyst specified. (8) The catalyst is C(OCC)C.Cl. The product is [CH2:15]([N:8]([CH2:1][C:2]1[CH:3]=[CH:4][CH:5]=[CH:6][CH:7]=1)[C@H:9]1[CH2:13][CH2:12][CH2:11][C@@:10]1([CH3:22])[OH:14])[C:16]1[CH:21]=[CH:20][CH:19]=[CH:18][CH:17]=1. The yield is 0.400. The reactants are [CH2:1]([N:8]([CH2:15][C:16]1[CH:21]=[CH:20][CH:19]=[CH:18][CH:17]=1)[C@H:9]1[CH2:13][CH2:12][CH2:11][C:10]1=[O:14])[C:2]1[CH:7]=[CH:6][CH:5]=[CH:4][CH:3]=1.[CH3:22][Mg]Br.O. (9) The reactants are S([O-])([O-])=O.[Na+].[Na+].[C:7](=O)([O-])O.[Na+].[C:12]([N:15]1[CH2:21][CH2:20][C:19]2[CH:22]=[CH:23][C:24]([S:26](Cl)(=[O:28])=[O:27])=[CH:25][C:18]=2[CH2:17][CH2:16]1)(=[O:14])[CH3:13].CI. The catalyst is O.O1CCCC1. The product is [C:12]([N:15]1[CH2:21][CH2:20][C:19]2[CH:22]=[CH:23][C:24]([S:26]([CH3:7])(=[O:28])=[O:27])=[CH:25][C:18]=2[CH2:17][CH2:16]1)(=[O:14])[CH3:13]. The yield is 0.730. (10) The yield is 0.667. The reactants are [Cl:1][C:2]1[CH:3]=[C:4](B2OC(C)(C)C(C)(C)O2)[CH:5]=[C:6]([Cl:9])[C:7]=1Br.Br[C:20]([C:22]([F:25])([F:24])[F:23])=[CH2:21].C([O-])([O-])=O.[Cs+].[Cs+]. The product is [Cl:9][C:6]1[CH:5]=[C:4]([C:20]([C:22]([F:25])([F:24])[F:23])=[CH2:21])[CH:3]=[C:2]([Cl:1])[C:7]=1[C:22]([F:25])([F:24])[F:23]. The catalyst is C1COCC1.Cl[Pd](Cl)([P](C1C=CC=CC=1)(C1C=CC=CC=1)C1C=CC=CC=1)[P](C1C=CC=CC=1)(C1C=CC=CC=1)C1C=CC=CC=1.